This data is from Forward reaction prediction with 1.9M reactions from USPTO patents (1976-2016). The task is: Predict the product of the given reaction. (1) Given the reactants [C:1]1([S:7]([C:10]([CH3:22])([CH3:21])[CH2:11][CH2:12][CH2:13][N:14]2[CH2:19][CH2:18][CH2:17][CH:16]([OH:20])[CH2:15]2)(=[O:9])=[O:8])[CH:6]=[CH:5][CH:4]=[CH:3][CH:2]=1.[CH3:23]I.[H-].[Na+], predict the reaction product. The product is: [C:1]1([S:7]([C:10]([CH3:22])([CH3:21])[CH2:11][CH2:12][CH2:13][N:14]2[CH2:19][CH2:18][CH2:17][CH:16]([O:20][CH3:23])[CH2:15]2)(=[O:8])=[O:9])[CH:2]=[CH:3][CH:4]=[CH:5][CH:6]=1. (2) Given the reactants [CH3:1][O:2][C:3]([C:5]1[N:6]=[CH:7][O:8][C:9]=1[C:10]1[CH:15]=[CH:14][C:13]([C:16]#[N:17])=[CH:12][CH:11]=1)=[O:4].I[C:19]1[CH:24]=[CH:23][C:22]([C:25]([F:28])([F:27])[F:26])=[CH:21][CH:20]=1.C1(P(C2C=CC=CC=2)C2C=CC=CC=2)C=CC=CC=1.C(N(CC)CC)C, predict the reaction product. The product is: [CH3:1][O:2][C:3]([C:5]1[N:6]=[C:7]([C:19]2[CH:24]=[CH:23][C:22]([C:25]([F:28])([F:27])[F:26])=[CH:21][CH:20]=2)[O:8][C:9]=1[C:10]1[CH:15]=[CH:14][C:13]([C:16]#[N:17])=[CH:12][CH:11]=1)=[O:4].